Dataset: TCR-epitope binding with 47,182 pairs between 192 epitopes and 23,139 TCRs. Task: Binary Classification. Given a T-cell receptor sequence (or CDR3 region) and an epitope sequence, predict whether binding occurs between them. (1) The epitope is KLNVGDYFV. The TCR CDR3 sequence is CSARQGSEAFF. Result: 1 (the TCR binds to the epitope). (2) The epitope is FLNGSCGSV. The TCR CDR3 sequence is CASSFGTGVYEQYF. Result: 1 (the TCR binds to the epitope). (3) The epitope is TPINLVRDL. The TCR CDR3 sequence is CASSPAGAYGYTF. Result: 0 (the TCR does not bind to the epitope). (4) The epitope is WICLLQFAY. The TCR CDR3 sequence is CASSYVGYNEQYF. Result: 1 (the TCR binds to the epitope).